This data is from Full USPTO retrosynthesis dataset with 1.9M reactions from patents (1976-2016). The task is: Predict the reactants needed to synthesize the given product. (1) Given the product [NH:1]1[C:9]2[C:4](=[CH:5][CH:6]=[CH:7][CH:8]=2)[CH:3]=[CH:2]1, predict the reactants needed to synthesize it. The reactants are: [NH:1]1[C:9]2[C:4](=[CH:5][CH:6]=[C:7](NS(C)(=O)=O)[CH:8]=2)[CH:3]=[CH:2]1.C1(CBr)CC1.NC1SC=CN=1. (2) Given the product [C:34]([O:33][C:31](=[O:32])[N:38]([CH3:44])[CH:39]([C:41](=[O:43])[NH:7][CH:8]1[CH2:13][CH2:12][CH2:11][N:10]([CH2:14][C:15](=[O:27])[NH:16][CH:17]2[C:26]3[C:21](=[CH:22][CH:23]=[CH:24][CH:25]=3)[CH2:20][CH2:19][CH2:18]2)[C:9]1=[O:28])[CH3:40])([CH3:35])([CH3:36])[CH3:37], predict the reactants needed to synthesize it. The reactants are: C(OC(=O)[NH:7][CH:8]1[CH2:13][CH2:12][CH2:11][N:10]([CH2:14][C:15](=[O:27])[NH:16][CH:17]2[C:26]3[C:21](=[CH:22][CH:23]=[CH:24][CH:25]=3)[CH2:20][CH2:19][CH2:18]2)[C:9]1=[O:28])(C)(C)C.Cl.[C:31]([N:38]([CH3:44])[C@H:39]([C:41]([OH:43])=O)[CH3:40])([O:33][C:34]([CH3:37])([CH3:36])[CH3:35])=[O:32].C1C=CC2N(O)N=NC=2C=1.CCN=C=NCCCN(C)C.CCN(C(C)C)C(C)C. (3) Given the product [Cl:1][C:2]1[S:6][CH:5]=[C:4]([C:7]2[O:11][N:10]=[C:9]([C@H:12]3[CH2:17][C@@H:16]4[C@@H:14]([CH2:15]4)[N:13]3[C:18]([S:21][CH3:22])=[N:19][CH3:20])[CH:8]=2)[CH:3]=1, predict the reactants needed to synthesize it. The reactants are: [Cl:1][C:2]1[S:6][CH:5]=[C:4]([C:7]2[O:11][N:10]=[C:9]([C@H:12]3[CH2:17][C@@H:16]4[C@@H:14]([CH2:15]4)[N:13]3[C:18](=[S:21])[NH:19][CH3:20])[CH:8]=2)[CH:3]=1.[CH3:22]C(C)([O-])C.[Na+].IC. (4) Given the product [C:1]([C:5]1[C:6]([NH2:11])=[N:7][N:8]2[CH:16]=[CH:15][CH:14]=[N:10][C:9]=12)([CH3:4])([CH3:2])[CH3:3], predict the reactants needed to synthesize it. The reactants are: [C:1]([C:5]1[C:6]([NH2:11])=[N:7][NH:8][C:9]=1[NH2:10])([CH3:4])([CH3:3])[CH3:2].CN(C)[CH:14]=[CH:15][CH:16]=O. (5) Given the product [CH:20]1([C:23]([NH:31][C:10]([C:7]2[CH:6]=[C:5]([O:13][C@@H:14]([CH3:19])[C:15]([F:18])([F:17])[F:16])[C:4]([CH:1]3[CH2:2][CH2:3]3)=[CH:9][N:8]=2)=[O:12])([C:25]2[N:29]=[C:28]([CH3:30])[O:27][N:26]=2)[CH3:24])[CH2:22][CH2:21]1, predict the reactants needed to synthesize it. The reactants are: [CH:1]1([C:4]2[C:5]([O:13][C@@H:14]([CH3:19])[C:15]([F:18])([F:17])[F:16])=[CH:6][C:7]([C:10]([OH:12])=O)=[N:8][CH:9]=2)[CH2:3][CH2:2]1.[CH:20]1([C:23]([NH2:31])([C:25]2[N:29]=[C:28]([CH3:30])[O:27][N:26]=2)[CH3:24])[CH2:22][CH2:21]1. (6) Given the product [F:30][C:27]([F:28])([F:29])[C:12]1[CH2:13][CH:14]2[NH:19][CH:17]([CH2:16][CH2:15]2)[CH:18]=1, predict the reactants needed to synthesize it. The reactants are: S(Cl)(Cl)=O.N1C=CC=CC=1.O[C:12]1([C:27]([F:30])([F:29])[F:28])[CH2:18][CH:17]2[N:19](C(OC(C)(C)C)=O)[CH:14]([CH2:15][CH2:16]2)[CH2:13]1. (7) Given the product [CH3:18][O:21][C:19](=[O:22])[C:20]1[CH:10]=[CH:11][C:12]([N+:13]([O-:15])=[O:14])=[C:4]([O:3][CH2:1][CH3:2])[CH:5]=1, predict the reactants needed to synthesize it. The reactants are: [CH2:1]([O:3][C:4]1[CH:5]=C([CH:10]=[CH:11][C:12]=1[N+:13]([O-:15])=[O:14])C(Cl)=O)[CH3:2].[N+](=[CH2:18])=[N-].[C:19]([OH:22])(=[O:21])[CH3:20].